From a dataset of Catalyst prediction with 721,799 reactions and 888 catalyst types from USPTO. Predict which catalyst facilitates the given reaction. (1) Reactant: F[C:2]1[CH:7]=[CH:6][C:5]([N+:8]([O-:10])=[O:9])=[C:4]([O:11][CH3:12])[CH:3]=1.[OH-:13].[Na+].Cl. Product: [CH3:12][O:11][C:4]1[CH:3]=[C:2]([OH:13])[CH:7]=[CH:6][C:5]=1[N+:8]([O-:10])=[O:9]. The catalyst class is: 16. (2) Reactant: [C:1]([O:5][C:6](=[O:24])[NH:7][CH:8]([C:17]1[CH:22]=[CH:21][C:20]([OH:23])=[CH:19][CH:18]=1)[C:9]([N:11]1[CH2:15][CH2:14][C@H:13]([F:16])[CH2:12]1)=[O:10])([CH3:4])([CH3:3])[CH3:2].CCN(C(C)C)C(C)C.C1C=CC(N([S:41]([C:44]([F:47])([F:46])[F:45])(=[O:43])=[O:42])[S:41]([C:44]([F:47])([F:46])[F:45])(=[O:43])=[O:42])=CC=1. Product: [C:1]([O:5][C:6]([NH:7][CH:8]([C:17]1[CH:18]=[CH:19][C:20]([O:23][S:41]([C:44]([F:47])([F:46])[F:45])(=[O:43])=[O:42])=[CH:21][CH:22]=1)[C:9]([N:11]1[CH2:15][CH2:14][C@H:13]([F:16])[CH2:12]1)=[O:10])=[O:24])([CH3:4])([CH3:2])[CH3:3]. The catalyst class is: 23. (3) Reactant: [C:1]([O:5][C:6]([NH:8][CH:9]=[N:10][C:11]1[S:12][C:13]([S:29][CH3:30])=[C:14]([C:16]2[N:17]=[C:18]([NH:21][C:22]3[CH:27]=[CH:26][C:25](O)=[CH:24][CH:23]=3)[S:19][CH:20]=2)[CH:15]=1)=[O:7])([CH3:4])([CH3:3])[CH3:2].C([O-])([O-])=[O:32].[Cs+].[Cs+].Br[CH2:38][C:39]([NH2:41])=[O:40]. Product: [C:1]([O:5][C:6]([NH:8][CH:9]=[N:10][C:11]1[S:12][C:13]([S:29][CH3:30])=[C:14]([C:16]2[N:17]=[C:18]([NH:21][C:22]3[CH:23]=[CH:24][CH:25]=[C:26]([O:32][CH2:38][C:39](=[O:40])[NH2:41])[CH:27]=3)[S:19][CH:20]=2)[CH:15]=1)=[O:7])([CH3:4])([CH3:2])[CH3:3]. The catalyst class is: 3. (4) Reactant: [Br:1][C:2]1[CH:8]=[CH:7][C:5]([NH2:6])=[C:4]([N+:9]([O-:11])=[O:10])[CH:3]=1.[C:12](O[C:12]([O:14][C:15]([CH3:18])([CH3:17])[CH3:16])=[O:13])([O:14][C:15]([CH3:18])([CH3:17])[CH3:16])=[O:13]. Product: [Br:1][C:2]1[CH:8]=[CH:7][C:5]([NH:6][C:12](=[O:13])[O:14][C:15]([CH3:18])([CH3:17])[CH3:16])=[C:4]([N+:9]([O-:11])=[O:10])[CH:3]=1. The catalyst class is: 230. (5) Reactant: C(O)(C(F)(F)F)=O.[CH3:8][C:9]1[O:10][CH:11]=[C:12]([CH2:14][N:15]2[CH2:20][CH2:19][N:18](C(OC(C)(C)C)=O)[CH2:17][CH2:16]2)[N:13]=1.C1(C)C=CC=CC=1. Product: [CH3:8][C:9]1[O:10][CH:11]=[C:12]([CH2:14][N:15]2[CH2:16][CH2:17][NH:18][CH2:19][CH2:20]2)[N:13]=1. The catalyst class is: 2. (6) Reactant: [Cl:1][C:2]1[CH:3]=[CH:4][C:5]2[CH:15]([CH:16]3[CH2:21][CH2:20][NH:19][CH2:18][CH2:17]3)[C:10]3=[N:11][CH:12]=[CH:13][CH:14]=[C:9]3[CH2:8][CH2:7][C:6]=2[CH:22]=1.C1(C(C2C=CC=CC=2)(C2C=CC=CC=2)[N:30]2[CH:34]=[C:33]([CH:35]([CH2:38][CH2:39][CH3:40])C=O)[N:32]=[CH:31]2)C=CC=CC=1.[CH3:53]S(O)(=O)=O.S([O-])([O-])(=O)=O.[Mg+2].C([BH3-])#N.[Na+].O1CCCC1. Product: [Cl:1][C:2]1[CH:3]=[CH:4][C:5]2[CH:15]([CH:16]3[CH2:17][CH2:18][N:19]([CH2:53][CH2:40][CH2:39][CH2:38][CH2:35][C:33]4[N:32]=[CH:31][NH:30][CH:34]=4)[CH2:20][CH2:21]3)[C:10]3=[N:11][CH:12]=[CH:13][CH:14]=[C:9]3[CH2:8][CH2:7][C:6]=2[CH:22]=1. The catalyst class is: 5.